This data is from Catalyst prediction with 721,799 reactions and 888 catalyst types from USPTO. The task is: Predict which catalyst facilitates the given reaction. Reactant: [BH4-].[Na+].[Cl:3][C:4]1[CH:9]=[CH:8][C:7]([C:10]2[CH:15]=[CH:14][CH:13]=[C:12]([CH:16]=[O:17])[CH:11]=2)=[C:6]([CH3:18])[CH:5]=1. Product: [Cl:3][C:4]1[CH:9]=[CH:8][C:7]([C:10]2[CH:15]=[CH:14][CH:13]=[C:12]([CH2:16][OH:17])[CH:11]=2)=[C:6]([CH3:18])[CH:5]=1. The catalyst class is: 8.